Dataset: Reaction yield outcomes from USPTO patents with 853,638 reactions. Task: Predict the reaction yield, written as a fraction of the theoretical maximum amount of product (1.0 means a 100% yield; for example, 0.34 means a 34% yield). (1) The catalyst is Cl.O1CCOCC1. The product is [NH:18]1[CH:19]=[N:20][C:16]([C:12]2[CH:11]=[C:10]3[C:15](=[CH:14][CH:13]=2)[NH:7][N:8]=[C:9]3[C:40]2[CH:41]=[C:42]([NH:46][C:47](=[O:51])[CH2:48][CH2:49][CH3:50])[CH:43]=[CH:44][CH:45]=2)=[N:17]1. The reactants are O1CCCCC1[N:7]1[C:15]2[C:10](=[CH:11][C:12]([C:16]3[N:20]=[CH:19][N:18](C(C4C=CC=CC=4)(C4C=CC=CC=4)C4C=CC=CC=4)[N:17]=3)=[CH:13][CH:14]=2)[C:9]([C:40]2[CH:41]=[C:42]([NH:46][C:47](=[O:51])[CH2:48][CH2:49][CH3:50])[CH:43]=[CH:44][CH:45]=2)=[N:8]1. The yield is 0.270. (2) The reactants are [Si]([O:8][CH2:9][C@H:10]1[CH2:14][CH2:13][C@H:12]([O:15][C:16]2[N:24]=[CH:23][N:22]=[C:21]3[C:17]=2[N:18]=[C:19]([C:31]2[C:40]4[C:35](=[CH:36][CH:37]=[CH:38][CH:39]=4)[CH:34]=[CH:33][CH:32]=2)[N:20]3C2CCCCO2)[CH2:11]1)(C(C)(C)C)(C)C.O.CC(O)=O. The catalyst is C1COCC1. The product is [C:31]1([C:19]2[NH:20][C:21]3[C:17]([N:18]=2)=[C:16]([O:15][C@H:12]2[CH2:13][CH2:14][C@H:10]([CH2:9][OH:8])[CH2:11]2)[N:24]=[CH:23][N:22]=3)[C:40]2[C:35](=[CH:36][CH:37]=[CH:38][CH:39]=2)[CH:34]=[CH:33][CH:32]=1. The yield is 0.850. (3) The reactants are [N+:1]([C:4]1[CH:14]=[CH:13][CH:12]=[C:6]2[C:7]([O:9][C:10](=[O:11])[C:5]=12)=O)([O-:3])=[O:2].[NH2:15][C:16]1[CH:24]=[CH:23][C:19]([C:20]([OH:22])=[O:21])=[CH:18][CH:17]=1. No catalyst specified. The product is [N+:1]([C:4]1[CH:14]=[CH:13][CH:12]=[C:6]2[C:7]([N:15]([C:16]3[CH:24]=[CH:23][C:19]([C:20]([OH:22])=[O:21])=[CH:18][CH:17]=3)[C:10](=[O:11])[C:5]=12)=[O:9])([O-:3])=[O:2]. The yield is 0.680. (4) The reactants are [F:1][C:2]1[CH:7]=[CH:6][CH:5]=[C:4]([F:8])[C:3]=1[N:9]1[C:14]2[N:15]=[C:16](S(C)=O)[N:17]=[C:18]([C:19]3[CH:20]=[C:21]([CH:32]=[CH:33][C:34]=3[CH3:35])[C:22]([NH:24][C:25]3[CH:30]=[CH:29][C:28]([F:31])=[CH:27][CH:26]=3)=[O:23])[C:13]=2[CH:12]=[CH:11][C:10]1=[O:39].[NH2:40][CH2:41][CH2:42][N:43]([CH3:51])[C:44](=[O:50])[O:45][C:46]([CH3:49])([CH3:48])[CH3:47]. The catalyst is C(Cl)Cl. The product is [F:1][C:2]1[CH:7]=[CH:6][CH:5]=[C:4]([F:8])[C:3]=1[N:9]1[C:14]2[N:15]=[C:16]([NH:40][CH2:41][CH2:42][N:43]([CH3:51])[C:44](=[O:50])[O:45][C:46]([CH3:47])([CH3:48])[CH3:49])[N:17]=[C:18]([C:19]3[CH:20]=[C:21]([C:22]([NH:24][C:25]4[CH:30]=[CH:29][C:28]([F:31])=[CH:27][CH:26]=4)=[O:23])[CH:32]=[CH:33][C:34]=3[CH3:35])[C:13]=2[CH:12]=[CH:11][C:10]1=[O:39]. The yield is 1.00. (5) The reactants are [CH3:1][C@@H:2]1[CH2:7][NH:6][CH2:5][CH2:4][NH:3]1.Br[C:9]1[CH:14]=[CH:13][C:12]([CH2:15][CH2:16][CH3:17])=[CH:11][CH:10]=1.C1C=CC(P(C2C=CC3C(=CC=CC=3)C=2C2C3C(=CC=CC=3)C=CC=2P(C2C=CC=CC=2)C2C=CC=CC=2)C2C=CC=CC=2)=CC=1.CC(C)([O-])C.[Na+]. The catalyst is C1(C)C=CC=CC=1.C([O-])(=O)C.[Pd+2].C([O-])(=O)C. The product is [CH3:1][C@H:2]1[NH:3][CH2:4][CH2:5][N:6]([C:9]2[CH:14]=[CH:13][C:12]([CH2:15][CH2:16][CH3:17])=[CH:11][CH:10]=2)[CH2:7]1. The yield is 0.360. (6) The reactants are [OH:1][C:2]1[CH:3]=[C:4]([CH:9]=[CH:10][C:11]=1I)[C:5]([O:7][CH3:8])=[O:6].[CH2:13]([O:15][CH:16]([O:19][CH2:20][CH3:21])[CH2:17][CH3:18])[CH3:14].N1CCCCC1. The catalyst is CN(C=O)C.CCOC(C)=O.[Cu](I)I. The product is [CH2:13]([O:15][CH:16]([O:19][CH2:20][CH3:21])[C:17]1[O:1][C:2]2[CH:3]=[C:4]([C:5]([O:7][CH3:8])=[O:6])[CH:9]=[CH:10][C:11]=2[CH:18]=1)[CH3:14]. The yield is 0.320. (7) The reactants are [H-].[Al+3].[Li+].[H-].[H-].[H-].[C:7]([C:11]1[CH:12]=[CH:13][C:14]([C:21]#[N:22])=[C:15]([CH:20]=1)[C:16](OC)=[O:17])([CH3:10])([CH3:9])[CH3:8].[OH-].[Na+]. The catalyst is CCOCC. The product is [NH2:22][CH2:21][C:14]1[CH:13]=[CH:12][C:11]([C:7]([CH3:8])([CH3:10])[CH3:9])=[CH:20][C:15]=1[CH2:16][OH:17]. The yield is 0.900. (8) The reactants are [NH2:1][C:2]1[CH:11]=[CH:10][C:5]([C:6]([O:8][CH3:9])=[O:7])=[CH:4][C:3]=1[CH3:12].[Cl:13][CH2:14][CH2:15][CH2:16][CH2:17][CH2:18][S:19](Cl)(=[O:21])=[O:20]. The catalyst is N1C=CC=CC=1. The product is [Cl:13][CH2:14][CH2:15][CH2:16][CH2:17][CH2:18][S:19]([NH:1][C:2]1[CH:11]=[CH:10][C:5]([C:6]([O:8][CH3:9])=[O:7])=[CH:4][C:3]=1[CH3:12])(=[O:21])=[O:20]. The yield is 0.430. (9) The reactants are [H-].[Na+].[CH3:3][C:4]([SH:7])([CH3:6])[CH3:5].Br[CH2:9][C:10]1[CH:17]=[CH:16][C:13]([C:14]#[N:15])=[CH:12][CH:11]=1. The catalyst is CN(C=O)C. The product is [C:4]([S:7][CH2:9][C:10]1[CH:17]=[CH:16][C:13]([C:14]#[N:15])=[CH:12][CH:11]=1)([CH3:6])([CH3:5])[CH3:3]. The yield is 0.690.